From a dataset of Forward reaction prediction with 1.9M reactions from USPTO patents (1976-2016). Predict the product of the given reaction. Given the reactants C([O:4][C@H:5]1[CH2:10][CH2:9][C@@:8]([C@H:12]2[CH2:20][CH2:19][C@@:18]3([CH3:21])[C@@H:14]([CH2:15][CH2:16][C:17]3=[CH2:22])[C@@H:13]2[CH2:23][N:24]=[N+]=[N-])([CH3:11])[C@@H:7]([CH2:27][N:28]=[N+]=[N-])[CH2:6]1)(=O)C.[H-].[H-].[H-].[H-].[Li+].[Al+3].O.[OH-].[Na+], predict the reaction product. The product is: [NH2:28][CH2:27][C@@H:7]1[C@:8]([C@H:12]2[CH2:20][CH2:19][C@@:18]3([CH3:21])[C@@H:14]([CH2:15][CH2:16][C:17]3=[CH2:22])[C@@H:13]2[CH2:23][NH2:24])([CH3:11])[CH2:9][CH2:10][C@H:5]([OH:4])[CH2:6]1.